From a dataset of Full USPTO retrosynthesis dataset with 1.9M reactions from patents (1976-2016). Predict the reactants needed to synthesize the given product. The reactants are: [CH2:1]([O:3][C:4](=[O:12])[C:5]([S:8][C:9](=O)[CH3:10])([CH3:7])[CH3:6])[CH3:2].C[O-].[Na+].BrCC[CH2:19][C:20]([F:23])([F:22])[F:21]. Given the product [CH2:1]([O:3][C:4](=[O:12])[C:5]([CH3:7])([S:8][CH2:9][CH2:10][CH2:19][C:20]([F:23])([F:22])[F:21])[CH3:6])[CH3:2], predict the reactants needed to synthesize it.